Dataset: Tyrosyl-DNA phosphodiesterase HTS with 341,365 compounds. Task: Binary Classification. Given a drug SMILES string, predict its activity (active/inactive) in a high-throughput screening assay against a specified biological target. The drug is S(=O)(=O)(NCCc1n2nc(SC(CC)C(OC)=O)ccc2nn1)c1ccc(OC)cc1. The result is 0 (inactive).